From a dataset of Forward reaction prediction with 1.9M reactions from USPTO patents (1976-2016). Predict the product of the given reaction. (1) Given the reactants [Cl:1][C:2]1[CH:7]=[CH:6][CH:5]=[C:4]([F:8])[C:3]=1[CH2:9][C:10]([OH:12])=[O:11].OS(O)(=O)=O.[CH3:18][CH2:19]O, predict the reaction product. The product is: [Cl:1][C:2]1[CH:7]=[CH:6][CH:5]=[C:4]([F:8])[C:3]=1[CH2:9][C:10]([O:12][CH2:18][CH3:19])=[O:11]. (2) Given the reactants I[C:2]1[CH:20]=[CH:19][C:5]([O:6][C:7]2[CH:12]=[N:11][CH:10]=[C:9]3[S:13][C:14]([C:16]([NH2:18])=[O:17])=[CH:15][C:8]=23)=[CH:4][CH:3]=1.[C:21]([C:23]1[CH:24]=[C:25](B(O)O)[CH:26]=[CH:27][CH:28]=1)#[N:22].C(=O)([O-])[O-].[Cs+].[Cs+], predict the reaction product. The product is: [C:21]([C:23]1[CH:28]=[C:27]([C:2]2[CH:20]=[CH:19][C:5]([O:6][C:7]3[CH:12]=[N:11][CH:10]=[C:9]4[S:13][C:14]([C:16]([NH2:18])=[O:17])=[CH:15][C:8]=34)=[CH:4][CH:3]=2)[CH:26]=[CH:25][CH:24]=1)#[N:22]. (3) Given the reactants N(CCO)CCO.CCOCC.[C:13]([CH2:18][C:19]([OH:21])=[O:20])(=[O:17])[CH:14]([CH3:16])[CH3:15].[N+]([O-])([O-])=O.[Ag+:26], predict the reaction product. The product is: [C:13]([CH2:18][C:19]([O-:21])=[O:20])(=[O:17])[CH:14]([CH3:16])[CH3:15].[Ag+:26]. (4) Given the reactants O=C1C2C(=CC=CC=2)C(=O)[N:3]1[CH:12]([C:22]1[C:31]2[C:26](=[CH:27][CH:28]=[CH:29][CH:30]=2)[CH:25]=[CH:24][CH:23]=1)[CH2:13][NH:14][C:15](=[O:21])[O:16][C:17]([CH3:20])([CH3:19])[CH3:18].NN, predict the reaction product. The product is: [NH2:3][CH:12]([C:22]1[C:31]2[C:26](=[CH:27][CH:28]=[CH:29][CH:30]=2)[CH:25]=[CH:24][CH:23]=1)[CH2:13][NH:14][C:15](=[O:21])[O:16][C:17]([CH3:20])([CH3:18])[CH3:19]. (5) Given the reactants [C:1]([O:5][C:6]([N:8]1[CH:14]2[CH2:15][O:16][CH2:17][CH:9]1[CH2:10][NH:11][C:12](=[O:18])[CH2:13]2)=[O:7])([CH3:4])([CH3:3])[CH3:2].Br[C:20]1[CH:21]=[CH:22][C:23]([N+:26]([O-:28])=[O:27])=[N:24][CH:25]=1, predict the reaction product. The product is: [C:1]([O:5][C:6]([N:8]1[CH:14]2[CH2:15][O:16][CH2:17][CH:9]1[CH2:10][N:11]([C:20]1[CH:25]=[N:24][C:23]([N+:26]([O-:28])=[O:27])=[CH:22][CH:21]=1)[C:12](=[O:18])[CH2:13]2)=[O:7])([CH3:4])([CH3:2])[CH3:3].